This data is from Forward reaction prediction with 1.9M reactions from USPTO patents (1976-2016). The task is: Predict the product of the given reaction. Given the reactants [Br:1][C:2]1[CH:7]=[CH:6][C:5]([CH2:8][OH:9])=[CH:4][CH:3]=1.N1C=CN=C1.[Si:15](Cl)([C:18]([CH3:21])([CH3:20])[CH3:19])([CH3:17])[CH3:16], predict the reaction product. The product is: [Br:1][C:2]1[CH:7]=[CH:6][C:5]([CH2:8][O:9][Si:15]([C:18]([CH3:21])([CH3:20])[CH3:19])([CH3:17])[CH3:16])=[CH:4][CH:3]=1.